From a dataset of Reaction yield outcomes from USPTO patents with 853,638 reactions. Predict the reaction yield, written as a fraction of the theoretical maximum amount of product (1.0 means a 100% yield; for example, 0.34 means a 34% yield). (1) The reactants are C([O:5][C:6](=[O:24])[C@@H:7]([NH:12][C:13]1[CH:18]=[C:17]([C:19]([F:22])([F:21])[F:20])[CH:16]=[C:15]([CH3:23])[CH:14]=1)[C:8]([CH3:11])([CH3:10])[CH3:9])(C)(C)C. The catalyst is Cl.O1CCOCC1. The product is [CH3:23][C:15]1[CH:14]=[C:13]([NH:12][C@@H:7]([C:8]([CH3:11])([CH3:10])[CH3:9])[C:6]([OH:24])=[O:5])[CH:18]=[C:17]([C:19]([F:22])([F:21])[F:20])[CH:16]=1. The yield is 0.880. (2) The reactants are [C:1](N1C=CN=C1)(N1C=CN=C1)=[O:2].[CH2:13]([OH:18])[CH2:14][CH2:15][C:16]#[CH:17].[CH2:19]1[C:27]2[C:22](=[CH:23][CH:24]=[CH:25][CH:26]=2)[CH2:21][CH:20]1[NH:28][C:29]1[N:30]=[CH:31][C:32]2[CH2:38][NH:37][CH2:36][CH2:35][C:33]=2[N:34]=1.N1C=CC(N)=CC=1.C(N(CC)CC)C. The catalyst is ClCCl. The product is [CH2:19]1[C:27]2[C:22](=[CH:23][CH:24]=[CH:25][CH:26]=2)[CH2:21][CH:20]1[NH:28][C:29]1[N:30]=[CH:31][C:32]2[CH2:38][N:37]([C:1]([O:18][CH2:13][CH2:14][CH2:15][C:16]#[CH:17])=[O:2])[CH2:36][CH2:35][C:33]=2[N:34]=1. The yield is 0.880. (3) The catalyst is CN(C)C=O. The product is [F:38][C:29]1[CH:30]=[C:31]([C:34]([F:36])([F:37])[F:35])[CH:32]=[CH:33][C:28]=1[C:25]1[N:24]=[C:23]([CH3:39])[C:22]([CH2:21][O:17][C:4]2[CH:5]=[CH:6][C:7]([CH2:8][CH2:9][CH2:10][CH2:11][N:12]3[CH:16]=[CH:15][N:14]=[N:13]3)=[C:2]([CH3:1])[CH:3]=2)=[CH:27][CH:26]=1. The yield is 0.760. The reactants are [CH3:1][C:2]1[CH:3]=[C:4]([OH:17])[CH:5]=[CH:6][C:7]=1[CH2:8][CH2:9][CH2:10][CH2:11][N:12]1[CH:16]=[CH:15][N:14]=[N:13]1.[H-].[Na+].Cl[CH2:21][C:22]1[C:23]([CH3:39])=[N:24][C:25]([C:28]2[CH:33]=[CH:32][C:31]([C:34]([F:37])([F:36])[F:35])=[CH:30][C:29]=2[F:38])=[CH:26][CH:27]=1.O. (4) The reactants are C[C@@:2]12[C@H:12](CC3C=C(O)C(C=O)=CC=3O)[C:10](=C)[CH2:9][CH2:8][C@H:7]1[C:6](C)(C)[C@@H:5](Br)[CH2:4][CH2:3]2.OC/C=C(/C)\CCC=C(C)C. The catalyst is [N+](C)([O-])=O. The product is [CH2:6]1[C@@H:7]2[C@@H:2]([CH2:12][CH2:10][CH2:9][CH2:8]2)[CH2:3][CH2:4][CH2:5]1. The yield is 0.340. (5) The reactants are [F:1][C:2]1[CH:10]=[C:9]2[C:5]([C:6]([Sn](CCCC)(CCCC)CCCC)=[N:7][NH:8]2)=[CH:4][CH:3]=1.Br[C:25]1[N:26]=[C:27]2[C:33]([C:34]([NH:36][C:37]([CH3:40])([CH3:39])[CH3:38])=[O:35])=[CH:32][NH:31][C:28]2=[N:29][CH:30]=1.CN(C=O)C. The yield is 0.820. The catalyst is O.C1C=CC([P]([Pd]([P](C2C=CC=CC=2)(C2C=CC=CC=2)C2C=CC=CC=2)([P](C2C=CC=CC=2)(C2C=CC=CC=2)C2C=CC=CC=2)[P](C2C=CC=CC=2)(C2C=CC=CC=2)C2C=CC=CC=2)(C2C=CC=CC=2)C2C=CC=CC=2)=CC=1.[Cu](I)I. The product is [C:37]([NH:36][C:34]([C:33]1[C:27]2[C:28](=[N:29][CH:30]=[C:25]([C:6]3[C:5]4[C:9](=[CH:10][C:2]([F:1])=[CH:3][CH:4]=4)[NH:8][N:7]=3)[N:26]=2)[NH:31][CH:32]=1)=[O:35])([CH3:40])([CH3:38])[CH3:39]. (6) The reactants are [CH3:1][O:2][C:3](=[O:12])[C:4]1[CH:9]=[C:8]([Cl:10])[N:7]=[C:6](Cl)[CH:5]=1.[CH3:13][NH:14][CH2:15][CH2:16][CH3:17].C(=O)([O-])[O-].[Cs+].[Cs+].C1(P(C2C=CC=CC=2)C2C=CC3C(=CC=CC=3)C=2C2C3C(=CC=CC=3)C=CC=2P(C2C=CC=CC=2)C2C=CC=CC=2)C=CC=CC=1. The catalyst is C1(C)C=CC=CC=1.C([O-])(=O)C.[Pd+2].C([O-])(=O)C. The product is [CH3:1][O:2][C:3](=[O:12])[C:4]1[CH:5]=[C:6]([N:14]([CH3:13])[CH2:15][CH2:16][CH3:17])[N:7]=[C:8]([Cl:10])[CH:9]=1. The yield is 0.135.